Dataset: Catalyst prediction with 721,799 reactions and 888 catalyst types from USPTO. Task: Predict which catalyst facilitates the given reaction. (1) Reactant: Br[C:2]1[O:3][C:4]2[C:24]([O:25]C(=O)C)=[C:23]([O:29][CH3:30])[CH:22]=[CH:21][C:5]=2[C:6]=1[C:7](=[O:20])[C:8]1[CH:13]=[C:12]([O:14][CH3:15])[C:11]([O:16][CH3:17])=[C:10]([O:18][CH3:19])[CH:9]=1.[NH2:31][C:32]1[CH:33]=[N:34][CH:35]=[CH:36][CH:37]=1. Product: [OH:25][C:24]1[C:4]2[O:3][C:2]([NH:31][C:32]3[CH:33]=[N:34][CH:35]=[CH:36][CH:37]=3)=[C:6]([C:7]([C:8]3[CH:13]=[C:12]([O:14][CH3:15])[C:11]([O:16][CH3:17])=[C:10]([O:18][CH3:19])[CH:9]=3)=[O:20])[C:5]=2[CH:21]=[CH:22][C:23]=1[O:29][CH3:30]. The catalyst class is: 47. (2) Reactant: [Cl:1][C:2]1[CH:7]=[C:6](I)[C:5]([O:9][CH3:10])=[CH:4][C:3]=1[C:11]1[CH:16]=[CH:15][CH:14]=[C:13]([F:17])[CH:12]=1.[Li]CCCC.[B:23](OC)([O:26]C)[O:24]C. Product: [Cl:1][C:2]1[CH:7]=[C:6]([B:23]([OH:26])[OH:24])[C:5]([O:9][CH3:10])=[CH:4][C:3]=1[C:11]1[CH:16]=[CH:15][CH:14]=[C:13]([F:17])[CH:12]=1. The catalyst class is: 1. (3) Reactant: [O:1]=[C:2]([C:19]1[N:23]([CH3:24])[N:22]=[C:21]([CH3:25])[C:20]=1[CH3:26])[CH:3]([C:6]1[C:10]([CH2:11][CH3:12])=[N:9][N:8]([C:13]2[CH:18]=[CH:17][CH:16]=[CH:15][CH:14]=2)[N:7]=1)[C:4]#[N:5].[C:27](Cl)(=[O:32])[C:28]([CH3:31])([CH3:30])[CH3:29]. Product: [CH3:29][C:28]([CH3:31])([CH3:30])[C:27]([O:1]/[C:2](/[C:19]1[N:23]([CH3:24])[N:22]=[C:21]([CH3:25])[C:20]=1[CH3:26])=[C:3](\[C:6]1[C:10]([CH2:11][CH3:12])=[N:9][N:8]([C:13]2[CH:18]=[CH:17][CH:16]=[CH:15][CH:14]=2)[N:7]=1)/[C:4]#[N:5])=[O:32]. The catalyst class is: 113. (4) Reactant: [CH3:1][N:2]1[CH:6]=[CH:5][N:4]=[C:3]1[CH2:7][OH:8].CC([O-])(C)C.[K+].C1COCC1.[C:20]([C:24]1[S:28]/[C:27](=[N:29]\[C:30](=[O:42])[C:31]2[CH:36]=[C:35]([C:37]([F:40])([F:39])[F:38])[CH:34]=[CH:33][C:32]=2F)/[N:26]([CH2:43][C@H:44]2[CH2:48][CH2:47][CH2:46][O:45]2)[CH:25]=1)([CH3:23])([CH3:22])[CH3:21]. Product: [C:20]([C:24]1[S:28]/[C:27](=[N:29]\[C:30](=[O:42])[C:31]2[CH:36]=[C:35]([C:37]([F:39])([F:38])[F:40])[CH:34]=[CH:33][C:32]=2[O:8][CH2:7][C:3]2[N:2]([CH3:1])[CH:6]=[CH:5][N:4]=2)/[N:26]([CH2:43][C@H:44]2[CH2:48][CH2:47][CH2:46][O:45]2)[CH:25]=1)([CH3:23])([CH3:21])[CH3:22]. The catalyst class is: 1.